From a dataset of Forward reaction prediction with 1.9M reactions from USPTO patents (1976-2016). Predict the product of the given reaction. (1) Given the reactants [Cl:1][C:2]1[CH:3]=[CH:4][C:5]([OH:25])=[C:6]([CH:24]=1)[C:7]([NH:9][C:10]1[CH:15]=[C:14]([C:16]([F:19])([F:18])[F:17])[CH:13]=[CH:12][C:11]=1[C:20]([F:23])([F:22])[F:21])=[O:8].[N:26]1([C:32](Cl)=[O:33])[CH2:31][CH2:30][O:29][CH2:28][CH2:27]1, predict the reaction product. The product is: [Cl:1][C:2]1[CH:3]=[CH:4][C:5]([O:25][C:32]([N:26]2[CH2:31][CH2:30][O:29][CH2:28][CH2:27]2)=[O:33])=[C:6]([CH:24]=1)[C:7]([NH:9][C:10]1[CH:15]=[C:14]([C:16]([F:19])([F:18])[F:17])[CH:13]=[CH:12][C:11]=1[C:20]([F:21])([F:22])[F:23])=[O:8]. (2) Given the reactants [Br:1][C:2]1[CH:3]=[N:4][C:5]2[N:6]([N:8]=[C:9]([C:11]([OH:13])=O)[CH:10]=2)[CH:7]=1.[CH3:14][CH:15]1[C:24]2[C:19](=[CH:20][CH:21]=[C:22]([C:25]3[C:26]([CH3:30])=[N:27][NH:28][CH:29]=3)[CH:23]=2)[CH2:18][CH2:17][NH:16]1, predict the reaction product. The product is: [Br:1][C:2]1[CH:3]=[N:4][C:5]2[N:6]([N:8]=[C:9]([C:11]([N:16]3[CH2:17][CH2:18][C:19]4[C:24](=[CH:23][C:22]([C:25]5[C:26]([CH3:30])=[N:27][NH:28][CH:29]=5)=[CH:21][CH:20]=4)[CH:15]3[CH3:14])=[O:13])[CH:10]=2)[CH:7]=1. (3) The product is: [C:18]([NH:9][CH:2]1[CH2:3][C:4](=[CH2:6])[CH2:5]1)([O:17][C:14]([CH3:16])([CH3:15])[CH3:13])=[O:20]. Given the reactants C=[C:2]1[CH2:5][CH:4]([C:6](O)=O)[CH2:3]1.[N-:9]=[N+]=[N-].[Na+].[CH3:13][C:14]([O:17][C:18]([O:20]C(OC(C)(C)C)=O)=O)([CH3:16])[CH3:15], predict the reaction product. (4) Given the reactants [Br:1][C:2]1[CH:3]=[C:4]([S:8][CH:9]2[C:15](=O)[CH2:14][CH2:13][N:12]([C:17]([O:19][C:20]([CH3:23])([CH3:22])[CH3:21])=[O:18])[CH2:11][CH2:10]2)[CH:5]=[CH:6][CH:7]=1.[OH-].[Na+].CC(OC(OC(OC(C)(C)C)=O)=O)(C)C, predict the reaction product. The product is: [Br:1][C:2]1[CH:7]=[CH:6][C:5]2[C:15]3[CH2:14][CH2:13][N:12]([C:17]([O:19][C:20]([CH3:23])([CH3:22])[CH3:21])=[O:18])[CH2:11][CH2:10][C:9]=3[S:8][C:4]=2[CH:3]=1. (5) Given the reactants [F:1][C@:2]1([CH2:17][OH:18])[O:6][C@@H:5]([N:7]2[CH:14]=[CH:13][C:11](=[O:12])[NH:10][C:8]2=[O:9])[C@H:4]([OH:15])[C@@H:3]1[OH:16].[C:19](Cl)(=[O:26])[C:20]1[CH:25]=[CH:24][CH:23]=[CH:22][CH:21]=1.CCOC(C)=O.N1C=C[CH:37]=[CH:36][CH:35]=1, predict the reaction product. The product is: [C:19]([O:18][CH2:17][C@:2]1([F:1])[C@@H:3]2[C@@H:4]([O:15][C:36]([CH3:37])([CH3:35])[O:16]2)[C@H:5]([N:7]2[CH:14]=[CH:13][C:11](=[O:12])[NH:10][C:8]2=[O:9])[O:6]1)(=[O:26])[C:20]1[CH:25]=[CH:24][CH:23]=[CH:22][CH:21]=1. (6) Given the reactants FC(F)(F)C(O)=O.C([O:12][C:13](=[O:44])[CH2:14][N:15]1[C@H:20]([C:21]2[CH:26]=[CH:25][C:24]([C:27]#[N:28])=[CH:23][CH:22]=2)[C:19]([C:29](=[O:31])[CH3:30])=[C:18]([CH3:32])[N:17]([C:33]2[CH:38]=[CH:37][CH:36]=[C:35]([C:39]([F:42])([F:41])[F:40])[CH:34]=2)[C:16]1=[O:43])(C)(C)C, predict the reaction product. The product is: [C:29]([C:19]1[C@@H:20]([C:21]2[CH:26]=[CH:25][C:24]([C:27]#[N:28])=[CH:23][CH:22]=2)[N:15]([CH2:14][C:13]([OH:44])=[O:12])[C:16](=[O:43])[N:17]([C:33]2[CH:38]=[CH:37][CH:36]=[C:35]([C:39]([F:42])([F:41])[F:40])[CH:34]=2)[C:18]=1[CH3:32])(=[O:31])[CH3:30].